This data is from Catalyst prediction with 721,799 reactions and 888 catalyst types from USPTO. The task is: Predict which catalyst facilitates the given reaction. (1) Product: [C:1]([NH:5][C:6]([C:8]1[CH:9]=[N:10][N:11]2[CH:16]=[CH:15][C:14]([N:17]3[CH2:21][CH2:20][CH2:19][C@@H:18]3[C:22]3[C:23](=[O:29])[NH:24][CH:25]=[C:26]([F:28])[CH:27]=3)=[N:13][C:12]=12)=[O:7])([CH3:4])([CH3:2])[CH3:3]. The catalyst class is: 12. Reactant: [C:1]([NH:5][C:6]([C:8]1[CH:9]=[N:10][N:11]2[CH:16]=[CH:15][C:14]([N:17]3[CH2:21][CH2:20][CH2:19][C@@H:18]3[C:22]3[C:23]([O:29]C)=[N:24][CH:25]=[C:26]([F:28])[CH:27]=3)=[N:13][C:12]=12)=[O:7])([CH3:4])([CH3:3])[CH3:2].Cl. (2) Reactant: [CH:1]([C:4]1[CH:9]=[CH:8][C:7]([S:10]([NH:13][C:14]2[CH:19]=[CH:18][C:17]([C@@H:20]3[CH2:26][C@@H:25]4[C@H:21]3[CH2:22][N:23]([C:27](=O)[CH2:28][CH3:29])[CH2:24]4)=[CH:16][CH:15]=2)(=[O:12])=[O:11])=[CH:6][CH:5]=1)([CH3:3])[CH3:2].Cl. Product: [CH:1]([C:4]1[CH:9]=[CH:8][C:7]([S:10]([NH:13][C:14]2[CH:19]=[CH:18][C:17]([C@@H:20]3[CH2:26][C@@H:25]4[C@H:21]3[CH2:22][N:23]([CH2:27][CH2:28][CH3:29])[CH2:24]4)=[CH:16][CH:15]=2)(=[O:11])=[O:12])=[CH:6][CH:5]=1)([CH3:3])[CH3:2]. The catalyst class is: 7.